Dataset: Forward reaction prediction with 1.9M reactions from USPTO patents (1976-2016). Task: Predict the product of the given reaction. (1) The product is: [CH2:13]([C:14]1[O:11][C:3]2[CH:4]=[CH:5][CH:6]=[C:7]([N+:8]([O-:10])=[O:9])[C:2]=2[N:1]=1)[CH3:12]. Given the reactants [NH2:1][C:2]1[C:7]([N+:8]([O-:10])=[O:9])=[CH:6][CH:5]=[CH:4][C:3]=1[OH:11].[C:12](OCC)(OCC)(OCC)[CH2:13][CH3:14].C1(C)C=CC(S(O)(=O)=O)=CC=1.NC1C=CC=CC=1O, predict the reaction product. (2) Given the reactants [CH3:1][C:2]1[CH:10]=[CH:9][C:5]([C:6]([OH:8])=[O:7])=[CH:4][C:3]=1[C:11]([F:14])([F:13])[F:12].[Br:15]([O-])(=O)=O.[Na+].S(=O)(O)[O-].[Na+], predict the reaction product. The product is: [Br:15][CH2:1][C:2]1[CH:10]=[CH:9][C:5]([C:6]([OH:8])=[O:7])=[CH:4][C:3]=1[C:11]([F:12])([F:13])[F:14]. (3) Given the reactants [Cl:1][C:2]1[C:3](C(N)=O)=[N:4][CH:5]=[CH:6][C:7]=1[O:8][C:9]1[CH:10]=[N:11][C:12]([NH:15][C:16]([C:18]2[C:19](=[O:31])[N:20]([C:25]3[CH:30]=[CH:29][CH:28]=[CH:27][CH:26]=3)[N:21]([CH3:24])[C:22]=2[CH3:23])=[O:17])=[CH:13][CH:14]=1.O.C(OI(C1C=CC=CC=1)OC(=O)C)(=O)C.CC#[N:53], predict the reaction product. The product is: [NH2:53][C:3]1[C:2]([Cl:1])=[C:7]([O:8][C:9]2[CH:14]=[CH:13][C:12]([NH:15][C:16]([C:18]3[C:19](=[O:31])[N:20]([C:25]4[CH:30]=[CH:29][CH:28]=[CH:27][CH:26]=4)[N:21]([CH3:24])[C:22]=3[CH3:23])=[O:17])=[N:11][CH:10]=2)[CH:6]=[CH:5][N:4]=1. (4) Given the reactants [NH2:1][C:2]1[CH:7]=[CH:6][C:5]([OH:8])=[C:4]([F:9])[CH:3]=1.CC(C)([O-])C.[Na+].Cl[C:17]1[CH:22]=[CH:21][N:20]=[C:19]2[CH:23]=[C:24]([C:26]3[N:31]=[CH:30][C:29]([CH2:32][N:33]4[CH2:38][CH2:37][CH2:36][O:35][C:34]4=[O:39])=[CH:28][CH:27]=3)[S:25][C:18]=12.O, predict the reaction product. The product is: [NH2:1][C:2]1[CH:7]=[CH:6][C:5]([O:8][C:17]2[CH:22]=[CH:21][N:20]=[C:19]3[CH:23]=[C:24]([C:26]4[N:31]=[CH:30][C:29]([CH2:32][N:33]5[CH2:38][CH2:37][CH2:36][O:35][C:34]5=[O:39])=[CH:28][CH:27]=4)[S:25][C:18]=23)=[C:4]([F:9])[CH:3]=1. (5) Given the reactants [F:1][C:2]1[CH:7]=[CH:6][C:5]([CH:8]2[C:17](=O)[NH:16][C:15]3[C:10](=[CH:11][CH:12]=[C:13]([C:19]([O:21][CH3:22])=[O:20])[CH:14]=3)[NH:9]2)=[CH:4][CH:3]=1.O=P(Cl)(Cl)[Cl:25].CN(C)C1C=CC=CC=1, predict the reaction product. The product is: [Cl:25][C:17]1[C:8]([C:5]2[CH:6]=[CH:7][C:2]([F:1])=[CH:3][CH:4]=2)=[N:9][C:10]2[C:15]([N:16]=1)=[CH:14][C:13]([C:19]([O:21][CH3:22])=[O:20])=[CH:12][CH:11]=2. (6) Given the reactants [N:1]1([C:6]2[N:11]=[CH:10][C:9]([CH2:12][C:13]([OH:15])=O)=[CH:8][CH:7]=2)[CH:5]=[N:4][N:3]=[N:2]1.[C:16]([N:23]1[CH2:28][CH2:27][NH:26][CH2:25][CH2:24]1)([O:18][C:19]([CH3:22])([CH3:21])[CH3:20])=[O:17].C1C=CC2N(O)N=NC=2C=1.C(Cl)CCl.CCN(CC)CC, predict the reaction product. The product is: [N:1]1([C:6]2[N:11]=[CH:10][C:9]([CH2:12][C:13]([N:26]3[CH2:25][CH2:24][N:23]([C:16]([O:18][C:19]([CH3:22])([CH3:21])[CH3:20])=[O:17])[CH2:28][CH2:27]3)=[O:15])=[CH:8][CH:7]=2)[CH:5]=[N:4][N:3]=[N:2]1.